Dataset: CYP3A4 inhibition data for predicting drug metabolism from PubChem BioAssay. Task: Regression/Classification. Given a drug SMILES string, predict its absorption, distribution, metabolism, or excretion properties. Task type varies by dataset: regression for continuous measurements (e.g., permeability, clearance, half-life) or binary classification for categorical outcomes (e.g., BBB penetration, CYP inhibition). Dataset: cyp3a4_veith. The compound is CCN1CCC[C@H]1CNC(=O)c1c(O)c(Cl)cc(Cl)c1OC. The result is 0 (non-inhibitor).